This data is from Full USPTO retrosynthesis dataset with 1.9M reactions from patents (1976-2016). The task is: Predict the reactants needed to synthesize the given product. (1) The reactants are: C1[O:18][CH2:17][CH2:16]OCCOCCOCCOCCOC1.COC(CP(=O)(OCC(F)(F)F)OCC(F)(F)F)=O.C[Si]([N-][Si](C)(C)C)(C)C.[K+].[NH2:48][C:49]1[C:54]([CH:55]=O)=[C:53]([C:57]2[CH:62]=[CH:61][CH:60]=[CH:59][C:58]=2[F:63])[N:52]=[C:51]([S:64][CH3:65])[N:50]=1.[NH4+].[Cl-]. Given the product [F:63][C:58]1[CH:59]=[CH:60][CH:61]=[CH:62][C:57]=1[C:53]1[C:54]2[CH:55]=[CH:16][C:17](=[O:18])[NH:48][C:49]=2[N:50]=[C:51]([S:64][CH3:65])[N:52]=1, predict the reactants needed to synthesize it. (2) The reactants are: Cl.[CH3:2][C:3]1[C:7]2[N:8]=[C:9]([C:18]3[CH:19]=[N:20][C:21]([NH2:24])=[N:22][CH:23]=3)[N:10]=[C:11]([N:12]3[CH2:17][CH2:16][O:15][CH2:14][CH2:13]3)[C:6]=2[S:5][C:4]=1[CH2:25][N:26]1[CH2:31][CH2:30][NH:29][CH2:28][CH2:27]1.[OH:32][C:33]([CH3:38])([CH3:37])[C:34](O)=[O:35]. Given the product [NH2:24][C:21]1[N:20]=[CH:19][C:18]([C:9]2[N:10]=[C:11]([N:12]3[CH2:13][CH2:14][O:15][CH2:16][CH2:17]3)[C:6]3[S:5][C:4]([CH2:25][N:26]4[CH2:31][CH2:30][N:29]([C:34](=[O:35])[C:33]([OH:32])([CH3:38])[CH3:37])[CH2:28][CH2:27]4)=[C:3]([CH3:2])[C:7]=3[N:8]=2)=[CH:23][N:22]=1, predict the reactants needed to synthesize it. (3) Given the product [OH:22][C:3]12[C:14]3[C:19](=[CH:18][CH:17]=[CH:16][CH:15]=3)[C:20](=[O:21])[C:2]1([NH:1][C:23](=[O:25])[CH3:24])[C:10]1[C:5]([O:4]2)=[CH:6][C:7]([CH:11]([CH3:13])[CH3:12])=[CH:8][CH:9]=1, predict the reactants needed to synthesize it. The reactants are: [NH2:1][C:2]12[C:20](=[O:21])[C:19]3[C:14](=[CH:15][CH:16]=[CH:17][CH:18]=3)[C:3]1([OH:22])[O:4][C:5]1[C:10]2=[CH:9][CH:8]=[C:7]([CH:11]([CH3:13])[CH3:12])[CH:6]=1.[C:23](O)(=[O:25])[CH3:24]. (4) Given the product [F:1][C:2]1[CH:7]=[CH:6][C:5]([C:8](=[C:22]2[CH2:23][C:24]([CH3:31])([CH3:30])[CH2:25][C:26]([CH3:29])([CH3:28])[CH2:27]2)[C:9]2[CH:14]=[CH:13][C:12]([O:15][CH2:16][C:17]([OH:19])=[O:18])=[CH:11][CH:10]=2)=[CH:4][CH:3]=1, predict the reactants needed to synthesize it. The reactants are: [F:1][C:2]1[CH:7]=[CH:6][C:5]([C:8](=[C:22]2[CH2:27][C:26]([CH3:29])([CH3:28])[CH2:25][C:24]([CH3:31])([CH3:30])[CH2:23]2)[C:9]2[CH:14]=[CH:13][C:12]([O:15][CH2:16][C:17]([O:19]CC)=[O:18])=[CH:11][CH:10]=2)=[CH:4][CH:3]=1.[OH-].[Na+].Cl. (5) Given the product [CH:15]1([CH2:14][CH2:13][CH2:12][I:20])[CH2:19][CH2:18][CH2:17][CH2:16]1, predict the reactants needed to synthesize it. The reactants are: BrC1C=CC(S(O[CH2:12][CH2:13][CH2:14][CH:15]2[CH2:19][CH2:18][CH2:17][CH2:16]2)(=O)=O)=CC=1.[I-:20].[Na+]. (6) Given the product [OH:9][C:7]1[N:8]=[C:3]([CH2:2][NH:1][CH:16]=[C:17]2[C:26]3[C:21](=[CH:22][CH:23]=[C:24]([I:27])[CH:25]=3)[C:20](=[O:28])[NH:19][C:18]2=[O:29])[CH:4]=[CH:5][C:6]=1[O:10][CH2:11][CH2:12][CH3:13], predict the reactants needed to synthesize it. The reactants are: [NH2:1][CH2:2][C:3]1[N:8]=[C:7]([OH:9])[C:6]([O:10][CH2:11][CH2:12][CH3:13])=[CH:5][CH:4]=1.CO[CH:16]=[C:17]1[C:26]2[C:21](=[CH:22][CH:23]=[C:24]([I:27])[CH:25]=2)[C:20](=[O:28])[NH:19][C:18]1=[O:29]. (7) Given the product [Cl:28][C:27]1[CH:26]=[C:25]2[C:21]([C:22]([NH:37][C:38](=[O:42])[CH2:39][CH2:40][CH3:41])=[N:23][N:24]2[CH2:29][O:30][CH2:31][CH2:32][Si:33]([CH3:36])([CH3:35])[CH3:34])=[CH:20][C:19]=1[C:6]1[CH:7]=[CH:8][C:3]([CH2:1][CH3:2])=[CH:4][CH:5]=1, predict the reactants needed to synthesize it. The reactants are: [CH2:1]([C:3]1[CH:8]=[CH:7][C:6](B(O)O)=[CH:5][CH:4]=1)[CH3:2].C(=O)([O-])[O-].[Na+].[Na+].Br[C:19]1[CH:20]=[C:21]2[C:25](=[CH:26][C:27]=1[Cl:28])[N:24]([CH2:29][O:30][CH2:31][CH2:32][Si:33]([CH3:36])([CH3:35])[CH3:34])[N:23]=[C:22]2[NH:37][C:38](=[O:42])[CH2:39][CH2:40][CH3:41].